This data is from Full USPTO retrosynthesis dataset with 1.9M reactions from patents (1976-2016). The task is: Predict the reactants needed to synthesize the given product. (1) The reactants are: [ClH:1].Cl.[NH2:3][CH:4]1[CH2:9][CH2:8][N:7]([CH2:10][CH2:11][C:12]2[C:13]([Cl:24])=[CH:14][N:15]=[C:16]3[C:21]=2[N:20]([CH3:22])[C:19](=[O:23])[CH:18]=[CH:17]3)[CH2:6][CH2:5]1.[O:25]1[C:30]2=[CH:31][N:32]=[C:33]([CH:35]=O)[CH:34]=[C:29]2[CH2:28][CH2:27][CH2:26]1.Cl. Given the product [ClH:24].[ClH:1].[Cl:24][C:13]1[C:12]([CH2:11][CH2:10][N:7]2[CH2:8][CH2:9][CH:4]([NH:3][CH2:35][C:33]3[CH:34]=[C:29]4[CH2:28][CH2:27][CH2:26][O:25][C:30]4=[CH:31][N:32]=3)[CH2:5][CH2:6]2)=[C:21]2[C:16]([CH:17]=[CH:18][C:19](=[O:23])[N:20]2[CH3:22])=[N:15][CH:14]=1, predict the reactants needed to synthesize it. (2) The reactants are: [CH3:1][C:2]1([CH3:10])[C:6](=[O:7])[CH2:5][C:4]([CH3:9])([CH3:8])[O:3]1.C[O-].[Na+].[Cl:14][C:15]1[CH:20]=[C:19]([Cl:21])[CH:18]=[CH:17][C:16]=1[C:22]1[CH:27]=[CH:26][C:25]([CH:28]2[CH2:30][CH2:29]2)=[C:24]([CH:31]=O)[CH:23]=1. Given the product [Cl:14][C:15]1[CH:20]=[C:19]([Cl:21])[CH:18]=[CH:17][C:16]=1[C:22]1[CH:27]=[CH:26][C:25]([CH:28]2[CH2:30][CH2:29]2)=[C:24]([CH:31]=[C:5]2[C:4]([CH3:9])([CH3:8])[O:3][C:2]([CH3:10])([CH3:1])[C:6]2=[O:7])[CH:23]=1, predict the reactants needed to synthesize it. (3) Given the product [CH3:25][S:26]([O:1][CH2:2][C@H:3]1[N:13]2[C:14]3[N:5]([C:6](=[O:17])[CH2:7][CH:8]([CH3:16])[C:9]=3[CH:10]=[CH:11][C:12]2=[O:15])[CH2:4]1)(=[O:28])=[O:27], predict the reactants needed to synthesize it. The reactants are: [OH:1][CH2:2][C@H:3]1[N:13]2[C:14]3[N:5]([C:6](=[O:17])[CH2:7][CH:8]([CH3:16])[C:9]=3[CH:10]=[CH:11][C:12]2=[O:15])[CH2:4]1.C(N(CC)CC)C.[CH3:25][S:26](Cl)(=[O:28])=[O:27]. (4) Given the product [Cl:4][CH:10]([C:11]([CH:13]1[CH2:15][CH2:14]1)=[O:12])[C:9]([O:8][CH2:6][CH3:7])=[O:16], predict the reactants needed to synthesize it. The reactants are: S(Cl)([Cl:4])(=O)=O.[CH2:6]([O:8][C:9](=[O:16])[CH2:10][C:11]([CH:13]1[CH2:15][CH2:14]1)=[O:12])[CH3:7]. (5) Given the product [CH3:8][C:5]1[CH:6]=[CH:7][C:2]([C:14]#[C:13][Si:15]([CH3:18])([CH3:17])[CH3:16])=[C:3]([CH2:9][C:10]([OH:12])=[O:11])[CH:4]=1, predict the reactants needed to synthesize it. The reactants are: I[C:2]1[CH:7]=[CH:6][C:5]([CH3:8])=[CH:4][C:3]=1[CH2:9][C:10]([OH:12])=[O:11].[C:13]([Si:15]([CH3:18])([CH3:17])[CH3:16])#[CH:14]. (6) Given the product [O:35]1[CH2:40][CH2:39][N:38]([C:41]2[C:46]([NH:47][C:55]3[C:64]4[C:59](=[CH:60][C:61]([F:66])=[CH:62][C:63]=4[F:65])[N:58]=[C:57]([C:67]4[CH:68]=[N:69][C:70]([O:73][CH2:74][CH3:75])=[CH:71][CH:72]=4)[C:56]=3[CH3:76])=[CH:45][C:44]([N:48]3[CH2:49][CH2:50][O:51][CH2:52][CH2:53]3)=[CH:43][N:42]=2)[CH2:37][CH2:36]1, predict the reactants needed to synthesize it. The reactants are: C1(P(C2CCCCC2)C2C=CC=CC=2C2C(C(C)C)=CC(C(C)C)=CC=2C(C)C)CCCCC1.[O:35]1[CH2:40][CH2:39][N:38]([C:41]2[C:46]([NH2:47])=[CH:45][C:44]([N:48]3[CH2:53][CH2:52][O:51][CH2:50][CH2:49]3)=[CH:43][N:42]=2)[CH2:37][CH2:36]1.Cl[C:55]1[C:64]2[C:59](=[CH:60][C:61]([F:66])=[CH:62][C:63]=2[F:65])[N:58]=[C:57]([C:67]2[CH:68]=[N:69][C:70]([O:73][CH2:74][CH3:75])=[CH:71][CH:72]=2)[C:56]=1[CH3:76].CC(C)([O-])C.[Na+]. (7) Given the product [NH2:20][C:18](=[O:19])[C@H:17]([NH:16][C:6]1[N:7]=[C:8]([NH:9][C:10]2[S:14][N:13]=[C:12]([CH3:15])[CH:11]=2)[C:3]([C:1]([NH2:2])=[O:31])=[N:4][CH:5]=1)[CH2:21][CH:22]([CH3:24])[CH3:23], predict the reactants needed to synthesize it. The reactants are: [C:1]([C:3]1[N:4]=[CH:5][C:6]([NH:16][C@H:17]([CH2:21][CH:22]([CH3:24])[CH3:23])[C:18]([NH2:20])=[O:19])=[N:7][C:8]=1[NH:9][C:10]1[S:14][N:13]=[C:12]([CH3:15])[CH:11]=1)#[N:2].[OH-].[Na+].OO.CC(O)=[O:31]. (8) Given the product [CH3:1][C:2]1[N:3]=[CH:4][C:5]([NH:8][C:9]2[C:18]3[C:13](=[CH:14][CH:15]=[C:16]([O:19][C:29]4[CH:28]=[CH:27][C:26]([O:25][CH2:24][CH2:23][N:36]5[CH2:40][CH2:39][CH2:38][CH2:37]5)=[CH:31][N:30]=4)[CH:17]=3)[N:12]=[CH:11][N:10]=2)=[N:6][CH:7]=1, predict the reactants needed to synthesize it. The reactants are: [CH3:1][C:2]1[N:3]=[CH:4][C:5]([NH:8][C:9]2[C:18]3[C:13](=[CH:14][CH:15]=[C:16]([OH:19])[CH:17]=3)[N:12]=[CH:11][N:10]=2)=[N:6][CH:7]=1.C(O[CH:23](OCC)[CH2:24][O:25][C:26]1[CH:27]=[CH:28][C:29](F)=[N:30][CH:31]=1)C.[NH:36]1[CH2:40][CH2:39][CH2:38][CH2:37]1.